This data is from Reaction yield outcomes from USPTO patents with 853,638 reactions. The task is: Predict the reaction yield, written as a fraction of the theoretical maximum amount of product (1.0 means a 100% yield; for example, 0.34 means a 34% yield). (1) The reactants are Br[C:2]1[CH:3]=[CH:4][C:5]([C:8]2([OH:36])[CH2:13][CH2:12][CH:11]([NH:14][C@H:15]3[CH2:19][CH2:18][N:17]([C:20](=[O:35])[CH2:21][NH:22][C:23](=[O:34])[C:24]4[CH:29]=[CH:28][CH:27]=[C:26]([C:30]([F:33])([F:32])[F:31])[CH:25]=4)[CH2:16]3)[CH2:10][CH2:9]2)=[N:6][CH:7]=1.[CH:37]([C:39]1[CH:44]=[CH:43][CH:42]=[CH:41][C:40]=1B(O)O)=[O:38].N#N.ClCCl. The catalyst is CN(C=O)C.C(=O)([O-])[O-].[Na+].[Na+]. The product is [CH:37]([C:39]1[CH:44]=[CH:43][CH:42]=[CH:41][C:40]=1[C:2]1[CH:3]=[CH:4][C:5]([C:8]2([OH:36])[CH2:13][CH2:12][CH:11]([NH:14][C@H:15]3[CH2:19][CH2:18][N:17]([C:20](=[O:35])[CH2:21][NH:22][C:23](=[O:34])[C:24]4[CH:29]=[CH:28][CH:27]=[C:26]([C:30]([F:32])([F:31])[F:33])[CH:25]=4)[CH2:16]3)[CH2:10][CH2:9]2)=[N:6][CH:7]=1)=[O:38]. The yield is 0.530. (2) The reactants are [NH2:1][CH2:2][CH2:3][OH:4].CO.CO[C:9]([C:11]1[NH:12][C:13]2[CH:14]=[C:15]([NH:25][C:26]([O:28][C:29]([CH3:32])([CH3:31])[CH3:30])=[O:27])[CH:16]=[C:17]3[C:23](=[O:24])[NH:22][N:21]=[CH:20][C:19]=1[C:18]=23)=[O:10].C(N(CC)CC)C. The catalyst is CN(C)C=O.C1C=CC(P(C2C=CC=CC=2)[C-]2C=CC=C2)=CC=1.C1C=CC(P(C2C=CC=CC=2)[C-]2C=CC=C2)=CC=1.Cl[Pd]Cl.[Fe+2]. The product is [C:29]([O:28][C:26](=[O:27])[NH:25][C:15]1[CH:16]=[C:17]2[C:23](=[O:24])[NH:22][N:21]=[CH:20][C:19]3=[C:11]([C:9](=[O:10])[NH:1][CH2:2][CH2:3][OH:4])[NH:12][C:13]([CH:14]=1)=[C:18]23)([CH3:32])([CH3:31])[CH3:30]. The yield is 0.390. (3) The yield is 0.880. The reactants are [N:1]1([C:7]2[CH:8]=[CH:9][C:10]([NH2:13])=[N:11][CH:12]=2)[CH2:6][CH2:5][O:4][CH2:3][CH2:2]1.[CH3:14][N:15]([CH3:33])[C:16]([C:18]1[N:27]([CH:28]2[CH2:32][CH2:31][CH2:30][CH2:29]2)[C:21]2[N:22]=[C:23](Cl)[N:24]=[CH:25][C:20]=2[CH:19]=1)=[O:17].C(=O)([O-])[O-].[Cs+].[Cs+].CCCCCCC. The catalyst is O1CCOCC1.C([O-])(=O)C.[Pd+2].C([O-])(=O)C.C1C=CC(P(C2C(C3C(P(C4C=CC=CC=4)C4C=CC=CC=4)=CC=C4C=3C=CC=C4)=C3C(C=CC=C3)=CC=2)C2C=CC=CC=2)=CC=1. The product is [CH3:14][N:15]([CH3:33])[C:16]([C:18]1[N:27]([CH:28]2[CH2:32][CH2:31][CH2:30][CH2:29]2)[C:21]2[N:22]=[C:23]([NH:13][C:10]3[CH:9]=[CH:8][C:7]([N:1]4[CH2:6][CH2:5][O:4][CH2:3][CH2:2]4)=[CH:12][N:11]=3)[N:24]=[CH:25][C:20]=2[CH:19]=1)=[O:17].